From a dataset of Forward reaction prediction with 1.9M reactions from USPTO patents (1976-2016). Predict the product of the given reaction. (1) Given the reactants [F:1][C:2]1[CH:3]=[CH:4][C:5]([C:8]2[C:12]([CH2:13][O:14][C:15]3[CH:16]=[C:17]([C:20]([OH:22])=O)[NH:18][N:19]=3)=[C:11]([CH3:23])[O:10][N:9]=2)=[N:6][CH:7]=1.FC1C=CC(C2C(CO[C:38]3[CH:39]=[C:40]([C:43](O)=O)[NH:41][N:42]=3)=C(C)ON=2)=CC=1, predict the reaction product. The product is: [N:42]1([NH:41][C:20]([C:17]2[NH:18][N:19]=[C:15]([O:14][CH2:13][C:12]3[C:8]([C:5]4[CH:4]=[CH:3][C:2]([F:1])=[CH:7][N:6]=4)=[N:9][O:10][C:11]=3[CH3:23])[CH:16]=2)=[O:22])[CH2:43][CH2:40][CH2:39][CH2:38]1. (2) Given the reactants [C:1]([NH:5][CH:6]([B:19]1[O:27][CH:26]2[C:21]([CH3:31])([CH:22]3[CH2:28][CH:24]([CH2:25]2)[C:23]3([CH3:30])[CH3:29])[O:20]1)[CH2:7][C:8]1[C:9]([O:17][CH3:18])=[C:10]([CH:14]=[CH:15][CH:16]=1)[C:11]([OH:13])=[O:12])(=[O:4])[CH2:2][CH3:3].[C:32]([O:35][CH2:36]Br)(=[O:34])[CH3:33], predict the reaction product. The product is: [C:32]([O:35][CH2:36][O:12][C:11](=[O:13])[C:10]1[CH:14]=[CH:15][CH:16]=[C:8]([CH2:7][CH:6]([NH:5][C:1](=[O:4])[CH2:2][CH3:3])[B:19]2[O:27][CH:26]3[C:21]([CH3:31])([CH:22]4[CH2:28][CH:24]([CH2:25]3)[C:23]4([CH3:30])[CH3:29])[O:20]2)[C:9]=1[O:17][CH3:18])(=[O:34])[CH3:33]. (3) Given the reactants [NH2:1][C:2]([CH:5]1[CH2:10][CH2:9][CH:8]([C:11]2[S:12][C:13]([C:16]3[CH:21]=[CH:20][C:19]([NH:22][C:23]([NH:25][C:26]4[CH:31]=[C:30](F)[C:29]([F:33])=[CH:28][C:27]=4[F:34])=[O:24])=[CH:18][CH:17]=3)=[CH:14][N:15]=2)[CH2:7][CH2:6]1)([CH3:4])[CH3:3].ClCC(NC(C1CCC(C2SC(C3C=CC(NC(NC4C=CC(F)=CC=4F)=O)=CC=3)=CN=2)CC1)(C)C)=O.NC(N)=S, predict the reaction product. The product is: [NH2:1][C:2]([CH:5]1[CH2:6][CH2:7][CH:8]([C:11]2[S:12][C:13]([C:16]3[CH:21]=[CH:20][C:19]([NH:22][C:23]([NH:25][C:26]4[CH:31]=[CH:30][C:29]([F:33])=[CH:28][C:27]=4[F:34])=[O:24])=[CH:18][CH:17]=3)=[CH:14][N:15]=2)[CH2:9][CH2:10]1)([CH3:4])[CH3:3].